From a dataset of Full USPTO retrosynthesis dataset with 1.9M reactions from patents (1976-2016). Predict the reactants needed to synthesize the given product. Given the product [Cl:1][C:2]1[CH:3]=[C:4]([C@H:9]([CH2:21][CH2:22][N:35]2[CH2:36][CH2:37][C:32]([C:30]([N:24]3[CH2:25][CH2:26][CH2:27][CH2:28][CH2:29]3)=[O:31])([N:38]3[CH2:39][CH2:40][CH2:41][CH2:42][CH2:43]3)[CH2:33][CH2:34]2)[CH2:10][N:11]([CH3:20])[C:12](=[O:19])[C:13]2[CH:14]=[CH:15][CH:16]=[CH:17][CH:18]=2)[CH:5]=[CH:6][C:7]=1[Cl:8], predict the reactants needed to synthesize it. The reactants are: [Cl:1][C:2]1[CH:3]=[C:4]([C@H:9]([CH2:21][CH:22]=O)[CH2:10][N:11]([CH3:20])[C:12](=[O:19])[C:13]2[CH:18]=[CH:17][CH:16]=[CH:15][CH:14]=2)[CH:5]=[CH:6][C:7]=1[Cl:8].[N:24]1([C:30]([C:32]2([N:38]3[CH2:43][CH2:42][CH2:41][CH2:40][CH2:39]3)[CH2:37][CH2:36][NH:35][CH2:34][CH2:33]2)=[O:31])[CH2:29][CH2:28][CH2:27][CH2:26][CH2:25]1.C1(N)C(F)=C(F)C(F)=C(N)C=1F.Cl.Cl.C(O)(=O)C.C(O[BH-](OC(=O)C)OC(=O)C)(=O)C.[Na+].